From a dataset of Full USPTO retrosynthesis dataset with 1.9M reactions from patents (1976-2016). Predict the reactants needed to synthesize the given product. (1) Given the product [CH3:7][N:8]([CH2:10][CH2:11][CH2:12][O:13][C:4](=[O:5])[CH2:3][C:2]([CH3:1])=[O:6])[CH3:9], predict the reactants needed to synthesize it. The reactants are: [CH2:1]=[C:2]1[O:6][C:4](=[O:5])[CH2:3]1.[CH3:7][N:8]([CH2:10][CH2:11][CH2:12][OH:13])[CH3:9]. (2) Given the product [CH:1]1([NH:7][C:8](=[O:32])[CH2:9][CH2:10][CH2:11][C:12]2[CH:13]=[CH:14][CH:15]=[C:16]3[C:21]=2[C:20]2[C:29]([CH3:30])=[C:23]([C:24]([O:26][CH2:27][CH3:28])=[O:25])[S:22][C:19]=2[CH:18]=[CH:17]3)[CH2:6][CH2:5][CH2:4][CH2:3][CH2:2]1, predict the reactants needed to synthesize it. The reactants are: [CH:1]1([NH:7][C:8](=[O:32])[CH2:9][CH2:10][CH2:11][C:12]2[CH:13]=[CH:14][CH:15]=[C:16]3[C:21]=2[CH:20]=[C:19]([S:22][CH:23]([C:29](=O)[CH3:30])[C:24]([O:26][CH2:27][CH3:28])=[O:25])[CH:18]=[CH:17]3)[CH2:6][CH2:5][CH2:4][CH2:3][CH2:2]1.S(=O)(=O)(O)O.